From a dataset of Reaction yield outcomes from USPTO patents with 853,638 reactions. Predict the reaction yield, written as a fraction of the theoretical maximum amount of product (1.0 means a 100% yield; for example, 0.34 means a 34% yield). (1) The reactants are [F:1][C:2]1[CH:3]=[C:4]([C:22]2[C:23]([C:28]#[N:29])=[CH:24][CH:25]=[CH:26][CH:27]=2)[CH:5]=[CH:6][C:7]=1[CH2:8][C:9]1[C:10](=[O:21])[NH:11][C:12]2[N:13]([N:18]=[CH:19][N:20]=2)[C:14]=1[CH2:15][CH2:16][CH3:17].[CH3:30][CH:31]([O:33][C:34]1[CH:39]=[CH:38][C:37](B(O)O)=[CH:36][CH:35]=1)[CH3:32].C(N(CC)CC)C.N1C=CC=CC=1. The catalyst is ClCCl.C(OCC)(=O)C.C([O-])(=O)C.[Cu+2].C([O-])(=O)C. The product is [F:1][C:2]1[CH:3]=[C:4]([C:22]2[C:23]([C:28]#[N:29])=[CH:24][CH:25]=[CH:26][CH:27]=2)[CH:5]=[CH:6][C:7]=1[CH2:8][C:9]1[C:10](=[O:21])[N:11]([C:37]2[CH:38]=[CH:39][C:34]([O:33][CH:31]([CH3:32])[CH3:30])=[CH:35][CH:36]=2)[C:12]2[N:13]([N:18]=[CH:19][N:20]=2)[C:14]=1[CH2:15][CH2:16][CH3:17]. The yield is 1.00. (2) The reactants are [NH:1]1[CH2:6][CH2:5][CH2:4][CH2:3][CH:2]1[CH2:7][OH:8].[CH:9](=O)[C:10]1[CH:15]=[CH:14][CH:13]=[CH:12][CH:11]=1.[BH3-]C#N.[Na+]. The catalyst is C1(C)C=CC=CC=1. The product is [CH2:9]([N:1]1[CH2:6][CH2:5][CH2:4][CH2:3][CH:2]1[CH2:7][OH:8])[C:10]1[CH:15]=[CH:14][CH:13]=[CH:12][CH:11]=1. The yield is 0.680. (3) The reactants are CO[C:3]([C:5]1[CH:6]=[N:7][CH:8]=[N:9][CH:10]=1)=[NH:4].[NH2:11][C:12]1[CH:20]=[CH:19][CH:18]=[C:17]([Br:21])[C:13]=1[C:14]([OH:16])=O.C(O)(=O)C. The catalyst is CO. The product is [Br:21][C:17]1[CH:18]=[CH:19][CH:20]=[C:12]2[C:13]=1[C:14]([OH:16])=[N:4][C:3]([C:5]1[CH:6]=[N:7][CH:8]=[N:9][CH:10]=1)=[N:11]2. The yield is 0.270. (4) The reactants are [CH3:1][N:2]([CH3:36])[CH2:3][CH2:4][O:5][C:6]1[CH:11]=[CH:10][C:9]([C:12](=[O:35])[CH2:13][CH:14]([C:29]2[CH:34]=[CH:33][N:32]=[CH:31][CH:30]=2)[C:15]([C:17]2[CH:18]=[C:19]3[C:23](=[CH:24][CH:25]=2)[C:22](=[N:26][O:27][CH3:28])[CH2:21][CH2:20]3)=O)=[CH:8][CH:7]=1.O=P12OP3(OP(OP(O3)(O1)=O)(=O)O2)=O.C(=O)([O-])O.[Na+]. The catalyst is CS(O)(=O)=O. The product is [CH3:28][O:27][N:26]=[C:22]1[C:23]2[C:19](=[CH:18][C:17]([C:15]3[O:35][C:12]([C:9]4[CH:8]=[CH:7][C:6]([O:5][CH2:4][CH2:3][N:2]([CH3:36])[CH3:1])=[CH:11][CH:10]=4)=[CH:13][C:14]=3[C:29]3[CH:30]=[CH:31][N:32]=[CH:33][CH:34]=3)=[CH:25][CH:24]=2)[CH2:20][CH2:21]1. The yield is 0.960.